From a dataset of Forward reaction prediction with 1.9M reactions from USPTO patents (1976-2016). Predict the product of the given reaction. (1) Given the reactants C(OC([N:8]1[CH2:12][CH2:11][CH2:10][C@@H:9]1[CH2:13][O:14][C:15]1[CH:16]=[N:17][CH:18]=[C:19]([C:21]2[CH:22]=[C:23]3[C:28](=[CH:29][CH:30]=2)[N:27]([CH3:31])[C:26](=[O:32])[CH2:25][CH2:24]3)[CH:20]=1)=O)(C)(C)C.[ClH:33], predict the reaction product. The product is: [ClH:33].[CH3:31][N:27]1[C:28]2[C:23](=[CH:22][C:21]([C:19]3[CH:18]=[N:17][CH:16]=[C:15]([O:14][CH2:13][C@H:9]4[CH2:10][CH2:11][CH2:12][NH:8]4)[CH:20]=3)=[CH:30][CH:29]=2)[CH2:24][CH2:25][C:26]1=[O:32]. (2) Given the reactants [C:1]1([C:7]2[N:11]=[C:10]([N:12]3[CH2:17][CH2:16][NH:15][CH2:14][CH2:13]3)[S:9][N:8]=2)[CH:6]=[CH:5][CH:4]=[CH:3][CH:2]=1.C(N(CC)CC)C.[F:25][C:26]([F:37])([F:36])[C:27]1[CH:28]=[C:29]([N:33]=[C:34]=[O:35])[CH:30]=[CH:31][CH:32]=1, predict the reaction product. The product is: [C:1]1([C:7]2[N:11]=[C:10]([N:12]3[CH2:17][CH2:16][N:15]([C:34]([NH:33][C:29]4[CH:30]=[CH:31][CH:32]=[C:27]([C:26]([F:25])([F:36])[F:37])[CH:28]=4)=[O:35])[CH2:14][CH2:13]3)[S:9][N:8]=2)[CH:2]=[CH:3][CH:4]=[CH:5][CH:6]=1. (3) Given the reactants Br[C:2]1[C:3]([O:17][C:18]2[CH:23]=[CH:22][C:21]([Cl:24])=[CH:20][C:19]=2[C:25]#[N:26])=[C:4]2[C:9](=[CH:10][CH:11]=1)[N:8]([C:12]([O:14][CH3:15])=[O:13])[C@@H:7]([CH3:16])[CH2:6][CH2:5]2.CC1(C)C(C)(C)OB([C:35]2[CH:36]=[N:37][N:38]([CH:40]3[CH2:45][CH2:44][N:43]([C:46]([O:48][C:49]([CH3:52])([CH3:51])[CH3:50])=[O:47])[CH2:42][CH2:41]3)[CH:39]=2)O1.C(=O)([O-])[O-].[Cs+].[Cs+], predict the reaction product. The product is: [C:49]([O:48][C:46]([N:43]1[CH2:42][CH2:41][CH:40]([N:38]2[CH:39]=[C:35]([C:2]3[C:3]([O:17][C:18]4[CH:23]=[CH:22][C:21]([Cl:24])=[CH:20][C:19]=4[C:25]#[N:26])=[C:4]4[C:9](=[CH:10][CH:11]=3)[N:8]([C:12]([O:14][CH3:15])=[O:13])[C@@H:7]([CH3:16])[CH2:6][CH2:5]4)[CH:36]=[N:37]2)[CH2:45][CH2:44]1)=[O:47])([CH3:52])([CH3:50])[CH3:51]. (4) Given the reactants O=[CH:2][CH2:3][C:4]1[CH:13]=[CH:12][CH:11]=[C:10]2[C:5]=1[CH:6]=[CH:7][C:8]1[N:9]2[CH:14]=[N:15][C:16]=1[C:17]([O:19][CH2:20][CH3:21])=[O:18].[CH3:22][C:23]1[CH:32]=[CH:31][C:30]2[C:25](=[CH:26][CH:27]=[CH:28][C:29]=2[N:33]2[CH2:38][CH2:37][NH:36][C@H:35]([CH3:39])[CH2:34]2)[N:24]=1.C(O[BH-](OC(=O)C)OC(=O)C)(=O)C.[Na+].[Cl:54]CCCl, predict the reaction product. The product is: [ClH:54].[ClH:54].[CH3:39][C@@H:35]1[CH2:34][N:33]([C:29]2[CH:28]=[CH:27][CH:26]=[C:25]3[C:30]=2[CH:31]=[CH:32][C:23]([CH3:22])=[N:24]3)[CH2:38][CH2:37][N:36]1[CH2:2][CH2:3][C:4]1[CH:13]=[CH:12][CH:11]=[C:10]2[C:5]=1[CH:6]=[CH:7][C:8]1[N:9]2[CH:14]=[N:15][C:16]=1[C:17]([O:19][CH2:20][CH3:21])=[O:18].